The task is: Predict the product of the given reaction.. This data is from Forward reaction prediction with 1.9M reactions from USPTO patents (1976-2016). (1) Given the reactants Cl[C:2]1[N:11]=[C:10]([N:12]2[CH2:16][CH2:15][C@H:14]([NH:17][CH3:18])[CH2:13]2)[C:9]2[C:4](=[CH:5][CH:6]=[CH:7][CH:8]=2)[N:3]=1.[F:19][C:20]([F:30])([F:29])[C:21]1[CH:22]=[C:23]([NH2:28])[CH:24]=[C:25]([NH2:27])[CH:26]=1.C(=O)([O-])[O-].[Cs+].[Cs+], predict the reaction product. The product is: [CH3:18][NH:17][C@H:14]1[CH2:15][CH2:16][N:12]([C:10]2[C:9]3[C:4](=[CH:5][CH:6]=[CH:7][CH:8]=3)[N:3]=[C:2]([NH:27][C:25]3[CH:26]=[C:21]([C:20]([F:19])([F:29])[F:30])[CH:22]=[C:23]([NH2:28])[CH:24]=3)[N:11]=2)[CH2:13]1. (2) Given the reactants [CH2:1]([Cl:5])/[CH:2]=[CH:3]\[OH:4].[CH3:6][N:7]([CH3:9])[CH3:8], predict the reaction product. The product is: [CH2:1]([Cl:5])/[CH:2]=[CH:3]\[OH:4].[CH3:6][N:7]([CH3:9])[CH3:8]. (3) Given the reactants [CH2:1]([O:4][C:5]([C:7]1[N:8]=[C:9]([N:12]2[CH2:15][CH:14]([O:16][Si](C(C)(C)C)(C3C=CC=CC=3)C3C=CC=CC=3)[CH2:13]2)[S:10][CH:11]=1)=[O:6])[CH:2]=[CH2:3].[F-].C([N+](CCCC)(CCCC)CCCC)CCC, predict the reaction product. The product is: [CH2:1]([O:4][C:5]([C:7]1[N:8]=[C:9]([N:12]2[CH2:13][CH:14]([OH:16])[CH2:15]2)[S:10][CH:11]=1)=[O:6])[CH:2]=[CH2:3].